Dataset: Forward reaction prediction with 1.9M reactions from USPTO patents (1976-2016). Task: Predict the product of the given reaction. (1) Given the reactants C[Si]([N-][Si](C)(C)C)(C)C.[Li+].[CH2:11]([O:14][C:15]1[C:27]([C:28]([F:31])([F:30])[F:29])=[CH:26][CH:25]=[C:24]([CH2:32][O:33][C:34]2[CH:39]=[CH:38][C:37]([C:40]3[CH:45]=[CH:44][C:43]([CH2:46][C:47]([O:49][CH3:50])=[O:48])=[CH:42][C:41]=3[CH2:51][CH3:52])=[CH:36][CH:35]=2)[C:16]=1[C:17]([O:19][C:20]([CH3:23])([CH3:22])[CH3:21])=[O:18])[CH:12]=[CH2:13].[CH3:53]I.[Na+].[Cl-], predict the reaction product. The product is: [CH2:11]([O:14][C:15]1[C:27]([C:28]([F:30])([F:31])[F:29])=[CH:26][CH:25]=[C:24]([CH2:32][O:33][C:34]2[CH:35]=[CH:36][C:37]([C:40]3[CH:45]=[CH:44][C:43]([CH:46]([C:47]([O:49][CH3:50])=[O:48])[CH3:53])=[CH:42][C:41]=3[CH2:51][CH3:52])=[CH:38][CH:39]=2)[C:16]=1[C:17]([O:19][C:20]([CH3:23])([CH3:22])[CH3:21])=[O:18])[CH:12]=[CH2:13]. (2) Given the reactants [O:1]=[C:2]1[C:10]2[C:5](=[CH:6][CH:7]=[CH:8][CH:9]=2)[C:4](=[O:11])[N:3]1[CH2:12][CH2:13][CH2:14][CH2:15][C:16]([OH:18])=[O:17].C(OC(O[C:22]([CH3:25])([CH3:24])[CH3:23])=O)(O[C:22]([CH3:25])([CH3:24])[CH3:23])=O, predict the reaction product. The product is: [C:22]([O:17][C:16](=[O:18])[CH2:15][CH2:14][CH2:13][CH2:12][N:3]1[C:4](=[O:11])[C:5]2[C:10](=[CH:9][CH:8]=[CH:7][CH:6]=2)[C:2]1=[O:1])([CH3:25])([CH3:24])[CH3:23]. (3) The product is: [I:1][C:2]1[CH:3]=[C:4]([CH2:14][O:15][C:16]2[CH:21]=[CH:20][C:19]([CH2:22][CH2:23][C:24]([OH:26])=[O:25])=[C:18]([CH3:29])[C:17]=2[CH3:30])[C:5]2[O:9][C:8]([CH2:10][CH2:11][CH3:12])=[CH:7][C:6]=2[CH:13]=1. Given the reactants [I:1][C:2]1[CH:3]=[C:4]([CH2:14][O:15][C:16]2[CH:21]=[CH:20][C:19]([CH2:22][CH2:23][C:24]([O:26]CC)=[O:25])=[C:18]([CH3:29])[C:17]=2[CH3:30])[C:5]2[O:9][C:8]([CH2:10][CH2:11][CH3:12])=[CH:7][C:6]=2[CH:13]=1.[Li+].[OH-], predict the reaction product. (4) Given the reactants [Br-].[N:2]([CH2:5][CH2:6][CH2:7][P+](C1C=CC=CC=1)(C1C=CC=CC=1)C1C=CC=CC=1)=[N+:3]=[N-:4].[Li+].C[Si]([N-][Si](C)(C)C)(C)C.[C:37]([O:41][C:42](=[O:60])[NH:43][CH2:44][CH2:45][CH2:46][O:47][C:48]1[C:57]2[CH2:56][CH2:55][CH2:54][CH2:53][C:52]=2[C:51]([CH:58]=O)=[CH:50][CH:49]=1)([CH3:40])([CH3:39])[CH3:38].O, predict the reaction product. The product is: [C:37]([O:41][C:42](=[O:60])[NH:43][CH2:44][CH2:45][CH2:46][O:47][C:48]1[C:57]2[CH2:56][CH2:55][CH2:54][CH2:53][C:52]=2[C:51]([CH:58]=[CH:7][CH2:6][CH2:5][N:2]=[N+:3]=[N-:4])=[CH:50][CH:49]=1)([CH3:40])([CH3:39])[CH3:38]. (5) Given the reactants [OH:1][CH2:2][CH2:3][CH2:4][N:5]1[CH2:10][CH2:9][N:8]([CH3:11])[CH2:7][CH2:6]1.C(N(CC)CC)C.[C:19]1([CH3:29])[CH:24]=[CH:23][C:22]([S:25](Cl)(=[O:27])=[O:26])=[CH:21][CH:20]=1, predict the reaction product. The product is: [CH3:11][N:8]1[CH2:7][CH2:6][N:5]([CH2:4][CH2:3][CH2:2][O:1][S:25]([C:22]2[CH:23]=[CH:24][C:19]([CH3:29])=[CH:20][CH:21]=2)(=[O:27])=[O:26])[CH2:10][CH2:9]1. (6) Given the reactants [F:1][C:2]([F:7])([F:6])[C:3]([OH:5])=[O:4].[Cl:8][C:9]1[CH:10]=[C:11]([C:19]2[S:23][C:22]([N:24]3[C:41]([CH3:42])=[C:27]4[CH2:28][N:29]([CH2:32][CH2:33][C:34]([O:36]C(C)(C)C)=[O:35])[CH2:30][CH2:31][C:26]4=[N:25]3)=[N:21][N:20]=2)[CH:12]=[CH:13][C:14]=1[O:15][CH:16]([CH3:18])[CH3:17], predict the reaction product. The product is: [F:1][C:2]([F:7])([F:6])[C:3]([OH:5])=[O:4].[Cl:8][C:9]1[CH:10]=[C:11]([C:19]2[S:23][C:22]([N:24]3[C:41]([CH3:42])=[C:27]4[CH2:28][N:29]([CH2:32][CH2:33][C:34]([OH:36])=[O:35])[CH2:30][CH2:31][C:26]4=[N:25]3)=[N:21][N:20]=2)[CH:12]=[CH:13][C:14]=1[O:15][CH:16]([CH3:17])[CH3:18]. (7) Given the reactants [CH:1]1([N:7]2[C:11]([CH2:12][C:13]3[CH:21]=[CH:20][C:16]([C:17](O)=[O:18])=[CH:15][CH:14]=3)=[CH:10][C:9]([C:22]3[CH:27]=[CH:26][C:25]([O:28][C:29]([F:32])([F:31])[F:30])=[CH:24][CH:23]=3)=[N:8]2)[CH2:6][CH2:5][CH2:4][CH2:3][CH2:2]1.C1C=CC2N(O)N=NC=2C=1.O.[NH2:44][C:45]1[NH:49][N:48]=[N:47][N:46]=1.CCN(C(C)C)C(C)C, predict the reaction product. The product is: [CH:1]1([N:7]2[C:11]([CH2:12][C:13]3[CH:21]=[CH:20][C:16]([C:17]([NH:44][C:45]4[NH:49][N:48]=[N:47][N:46]=4)=[O:18])=[CH:15][CH:14]=3)=[CH:10][C:9]([C:22]3[CH:23]=[CH:24][C:25]([O:28][C:29]([F:31])([F:32])[F:30])=[CH:26][CH:27]=3)=[N:8]2)[CH2:2][CH2:3][CH2:4][CH2:5][CH2:6]1. (8) Given the reactants [CH3:1][O:2][C:3]1[C:4]2[CH2:12][NH:11][CH2:10][CH2:9][C:5]=2[N:6]=[CH:7][N:8]=1.Br[C:14]1[CH:15]=[N:16][CH:17]=[C:18]([C:20]([F:23])([F:22])[F:21])[CH:19]=1.C(=O)([O-])[O-].[Cs+].[Cs+].CC(C1C=C(C(C)C)C(C2C=CC=CC=2P(C2CCCCC2)C2CCCCC2)=C(C(C)C)C=1)C, predict the reaction product. The product is: [CH3:1][O:2][C:3]1[C:4]2[CH2:12][N:11]([C:14]3[CH:15]=[N:16][CH:17]=[C:18]([C:20]([F:23])([F:22])[F:21])[CH:19]=3)[CH2:10][CH2:9][C:5]=2[N:6]=[CH:7][N:8]=1.